From a dataset of NCI-60 drug combinations with 297,098 pairs across 59 cell lines. Regression. Given two drug SMILES strings and cell line genomic features, predict the synergy score measuring deviation from expected non-interaction effect. (1) Drug 1: C1=CC(=C2C(=C1NCCNCCO)C(=O)C3=C(C=CC(=C3C2=O)O)O)NCCNCCO. Drug 2: C1CNP(=O)(OC1)N(CCCl)CCCl. Cell line: CCRF-CEM. Synergy scores: CSS=64.9, Synergy_ZIP=6.01, Synergy_Bliss=7.71, Synergy_Loewe=-31.3, Synergy_HSA=6.64. (2) Drug 1: CCCS(=O)(=O)NC1=C(C(=C(C=C1)F)C(=O)C2=CNC3=C2C=C(C=N3)C4=CC=C(C=C4)Cl)F. Drug 2: CC1=C(C=C(C=C1)NC(=O)C2=CC=C(C=C2)CN3CCN(CC3)C)NC4=NC=CC(=N4)C5=CN=CC=C5. Cell line: LOX IMVI. Synergy scores: CSS=21.8, Synergy_ZIP=-2.20, Synergy_Bliss=-5.61, Synergy_Loewe=-19.4, Synergy_HSA=-6.75. (3) Drug 1: C1CC(C1)(C(=O)O)C(=O)O.[NH2-].[NH2-].[Pt+2]. Drug 2: C1CC(=O)NC(=O)C1N2C(=O)C3=CC=CC=C3C2=O. Cell line: ACHN. Synergy scores: CSS=17.4, Synergy_ZIP=-2.06, Synergy_Bliss=6.12, Synergy_Loewe=-7.11, Synergy_HSA=-1.25. (4) Drug 1: CC1=CC2C(CCC3(C2CCC3(C(=O)C)OC(=O)C)C)C4(C1=CC(=O)CC4)C. Drug 2: C1=NC2=C(N1)C(=S)N=CN2. Cell line: SF-539. Synergy scores: CSS=-7.76, Synergy_ZIP=-13.5, Synergy_Bliss=-36.0, Synergy_Loewe=-76.7, Synergy_HSA=-36.1. (5) Drug 1: CS(=O)(=O)CCNCC1=CC=C(O1)C2=CC3=C(C=C2)N=CN=C3NC4=CC(=C(C=C4)OCC5=CC(=CC=C5)F)Cl. Drug 2: CS(=O)(=O)OCCCCOS(=O)(=O)C. Cell line: NCI/ADR-RES. Synergy scores: CSS=15.5, Synergy_ZIP=-5.83, Synergy_Bliss=-4.65, Synergy_Loewe=-12.0, Synergy_HSA=-1.06. (6) Drug 1: C1CCC(CC1)NC(=O)N(CCCl)N=O. Drug 2: CCN(CC)CCCC(C)NC1=C2C=C(C=CC2=NC3=C1C=CC(=C3)Cl)OC. Cell line: NCI-H460. Synergy scores: CSS=47.3, Synergy_ZIP=14.5, Synergy_Bliss=17.3, Synergy_Loewe=16.6, Synergy_HSA=17.5. (7) Drug 1: C1=NC2=C(N=C(N=C2N1C3C(C(C(O3)CO)O)F)Cl)N. Drug 2: C1CNP(=O)(OC1)N(CCCl)CCCl. Cell line: A498. Synergy scores: CSS=-1.18, Synergy_ZIP=0.361, Synergy_Bliss=-0.465, Synergy_Loewe=-2.31, Synergy_HSA=-2.29.